Dataset: NCI-60 drug combinations with 297,098 pairs across 59 cell lines. Task: Regression. Given two drug SMILES strings and cell line genomic features, predict the synergy score measuring deviation from expected non-interaction effect. Drug 1: C1=NC2=C(N1)C(=S)N=C(N2)N. Drug 2: C1C(C(OC1N2C=NC3=C2NC=NCC3O)CO)O. Cell line: BT-549. Synergy scores: CSS=16.6, Synergy_ZIP=-7.81, Synergy_Bliss=-3.57, Synergy_Loewe=-16.5, Synergy_HSA=-3.40.